From a dataset of Forward reaction prediction with 1.9M reactions from USPTO patents (1976-2016). Predict the product of the given reaction. Given the reactants [CH3:1][C:2]1[N:3]=[C:4]([NH:12][C:13](=[O:15])[CH3:14])[S:5][C:6]=1[C:7]1[CH:8]=[N:9][NH:10][CH:11]=1.C(N1C=C(C2SC(NC(=O)C)=NC=2C)C=N1)C1C=CC=CC=1.C(N(CC)CC)C.[CH3:45][O:46][C:47]1[N:52]=[CH:51][C:50]([S:53](Cl)(=[O:55])=[O:54])=[CH:49][CH:48]=1.C([O-])(O)=O.[Na+], predict the reaction product. The product is: [CH3:45][O:46][C:47]1[N:52]=[CH:51][C:50]([S:53]([N:10]2[CH:11]=[C:7]([C:6]3[S:5][C:4]([NH:12][C:13](=[O:15])[CH3:14])=[N:3][C:2]=3[CH3:1])[CH:8]=[N:9]2)(=[O:55])=[O:54])=[CH:49][CH:48]=1.